Dataset: Forward reaction prediction with 1.9M reactions from USPTO patents (1976-2016). Task: Predict the product of the given reaction. (1) Given the reactants [F:1][CH:2]([F:10])[C:3]1[N:4]=[C:5]([CH2:8][OH:9])[S:6][CH:7]=1.[CH2:11]([C:13]1[N:17]([CH3:18])[C:16]2[CH:19]=[C:20]([N:23]3[CH:28]=[CH:27][C:26](O)=[CH:25][C:24]3=[O:30])[CH:21]=[CH:22][C:15]=2[N:14]=1)[CH3:12].C1(P(C2C=CC=CC=2)C2C=CC=CC=2)C=CC=CC=1.N(C(OCCOC)=O)=NC(OCCOC)=O, predict the reaction product. The product is: [F:1][CH:2]([F:10])[C:3]1[N:4]=[C:5]([CH2:8][O:9][C:26]2[CH:27]=[CH:28][N:23]([C:20]3[CH:21]=[CH:22][C:15]4[N:14]=[C:13]([CH2:11][CH3:12])[N:17]([CH3:18])[C:16]=4[CH:19]=3)[C:24](=[O:30])[CH:25]=2)[S:6][CH:7]=1. (2) Given the reactants [Cl:1][C:2]1[CH:3]=[C:4]([C:33]2[CH:38]=[CH:37][C:36]([C:39](O)=[O:40])=[CH:35][CH:34]=2)[CH:5]=[C:6]([Cl:32])[C:7]=1[CH2:8][C@@H:9]1[CH2:13][CH2:12][N:11]([N:14]2[CH2:19][CH2:18][CH:17]([O:20][Si:21]([CH:28]([CH3:30])[CH3:29])([CH:25]([CH3:27])[CH3:26])[CH:22]([CH3:24])[CH3:23])[CH2:16][CH2:15]2)[C:10]1=[O:31].C(N1C=CN=C1)(N1C=CN=C1)=O.Cl.[F:55][C:56]([F:64])([F:63])[CH:57]1[CH2:62][CH2:61][NH:60][CH2:59][CH2:58]1.C(N(C(C)C)CC)(C)C, predict the reaction product. The product is: [Cl:32][C:6]1[CH:5]=[C:4]([C:33]2[CH:34]=[CH:35][C:36]([C:39]([N:60]3[CH2:61][CH2:62][CH:57]([C:56]([F:64])([F:63])[F:55])[CH2:58][CH2:59]3)=[O:40])=[CH:37][CH:38]=2)[CH:3]=[C:2]([Cl:1])[C:7]=1[CH2:8][C@@H:9]1[CH2:13][CH2:12][N:11]([N:14]2[CH2:19][CH2:18][CH:17]([O:20][Si:21]([CH:28]([CH3:29])[CH3:30])([CH:22]([CH3:24])[CH3:23])[CH:25]([CH3:27])[CH3:26])[CH2:16][CH2:15]2)[C:10]1=[O:31]. (3) Given the reactants [OH:1][C@H:2]1[CH2:7][CH2:6][CH2:5][CH2:4][C@@H:3]1[NH:8][C:9]([C:11]1[C:15]2=[N:16][CH:17]=[CH:18][C:19]([CH3:20])=[C:14]2[NH:13][CH:12]=1)=[O:10].Br[CH2:22][C:23]1[CH:28]=[CH:27][C:26]([Cl:29])=[CH:25][CH:24]=1.C(=O)([O-])[O-].[Cs+].[Cs+], predict the reaction product. The product is: [Cl:29][C:26]1[CH:27]=[CH:28][C:23]([CH2:22][N:13]2[C:14]3[C:15](=[N:16][CH:17]=[CH:18][C:19]=3[CH3:20])[C:11]([C:9]([NH:8][C@H:3]3[CH2:4][CH2:5][CH2:6][CH2:7][C@@H:2]3[OH:1])=[O:10])=[CH:12]2)=[CH:24][CH:25]=1. (4) The product is: [C:19]([O:5][CH2:6][C:7]1[CH:16]=[C:15]2[C:10]([CH2:11][CH2:12][C:13](=[O:17])[NH:14]2)=[CH:9][CH:8]=1)(=[O:20])[CH3:18]. Given the reactants C(Cl)(Cl)Cl.[OH:5][CH2:6][C:7]1[CH:16]=[C:15]2[C:10]([CH2:11][CH2:12][C:13](=[O:17])[NH:14]2)=[CH:9][CH:8]=1.[CH3:18][C:19](OC(C)=O)=[O:20].C([O-])(O)=O.[Na+], predict the reaction product. (5) Given the reactants [C:1]([O:8][CH3:9])(=[O:7])[CH2:2][C:3](OC)=[O:4].[H-].[Na+].[F:12][C:13]1[CH:27]=[CH:26][C:16]2[C:17](=O)[O:18]C(=O)[N:20]([CH2:21][CH:22]=[CH2:23])[C:15]=2[CH:14]=1.[CH3:28]N(C=O)C, predict the reaction product. The product is: [F:12][C:13]1[CH:14]=[C:15]2[C:16]([C:17]([OH:18])=[C:2]([C:1]([O:8][CH2:9][CH3:28])=[O:7])[C:3](=[O:4])[N:20]2[CH2:21][CH:22]=[CH2:23])=[CH:26][CH:27]=1.